Predict the product of the given reaction. From a dataset of Forward reaction prediction with 1.9M reactions from USPTO patents (1976-2016). (1) Given the reactants [F:1][CH:2]([F:60])[C:3]1[N:7]=[C:6]([C:8]2[CH:13]=[CH:12][C:11]([NH:14][C:15](=[O:59])[C@@H:16]([NH:41][C:42]([C@H:44]3[CH2:49][CH2:48][C@H:47]([CH2:50][NH:51]C(=O)OC(C)(C)C)[CH2:46][CH2:45]3)=[O:43])[CH2:17][C:18]3[CH:23]=[CH:22][C:21]([C:24]4[CH:29]=[CH:28][C:27]([C:30](=[O:39])[NH:31][CH:32]5[CH2:37][CH2:36][CH2:35][NH:34][C:33]5=[O:38])=[CH:26][C:25]=4[CH3:40])=[CH:20][CH:19]=3)=[CH:10][CH:9]=2)[NH:5][N:4]=1.[ClH:61], predict the reaction product. The product is: [ClH:61].[NH2:51][CH2:50][C@H:47]1[CH2:46][CH2:45][C@H:44]([C:42]([NH:41][C@H:16]([C:15]([NH:14][C:11]2[CH:10]=[CH:9][C:8]([C:6]3[NH:5][N:4]=[C:3]([CH:2]([F:60])[F:1])[N:7]=3)=[CH:13][CH:12]=2)=[O:59])[CH2:17][C:18]2[CH:23]=[CH:22][C:21]([C:24]3[CH:29]=[CH:28][C:27]([C:30]([NH:31][CH:32]4[CH2:37][CH2:36][CH2:35][NH:34][C:33]4=[O:38])=[O:39])=[CH:26][C:25]=3[CH3:40])=[CH:20][CH:19]=2)=[O:43])[CH2:49][CH2:48]1. (2) Given the reactants [CH3:1][C:2]1[NH:6][C:5]2[CH2:7][CH2:8][CH2:9][CH:10]([CH3:11])[C:4]=2[N:3]=1.[C:12]([Cl:20])(=[O:19])[C:13]1[CH:18]=[CH:17][CH:16]=[CH:15][CH:14]=1, predict the reaction product. The product is: [ClH:20].[CH3:11][CH:10]1[C:4]2[N:3]=[C:2]([CH2:1][C:12]([C:13]3[CH:18]=[CH:17][CH:16]=[CH:15][CH:14]=3)=[O:19])[NH:6][C:5]=2[CH2:7][CH2:8][CH2:9]1.